From a dataset of Experimentally validated miRNA-target interactions with 360,000+ pairs, plus equal number of negative samples. Binary Classification. Given a miRNA mature sequence and a target amino acid sequence, predict their likelihood of interaction. (1) The miRNA is hsa-miR-4283 with sequence UGGGGCUCAGCGAGUUU. The protein sequence of the target gene is MRSRSNSGVRLDGYARLVQQTILCYQNPVTGLLSASHEQKDAWVRDNIYSILAVWGLGMAYRKNADRDEDKAKAYELEQNVVKLMRGLLQCMMRQVAKVEKFKHTQSTKDSLHAKYNTATCGTVVGDDQWGHLQVDATSLFLLFLAQMTASGLRIIFTLDEVAFIQNLVFYIEAAYKVADYGMWERGDKTNQGIPELNASSVGMAKAALEAIDELDLFGAHGGRKSVIHVLPDEVEHCQSILFSMLPRASTSKEIDAGLLSIISFPAFAVEDVNLVNVTKNEIISKLQGRYGCCRFLRDG.... Result: 0 (no interaction). (2) The miRNA is hsa-miR-632 with sequence GUGUCUGCUUCCUGUGGGA. The protein sequence of the target gene is MSDTPASTFGGRRAVPPNNSNAAEVDLPTEELQGLVPRGVNLKDYLNVTAVHLFKERWDSNKIDHHTDKYDNNKLIVRRGQTFYIQIDFNRPYDPRKDLFRVEYVIGRYPQENKGTYIPVPVVKELQSGKWGAKVIMNEDRSVRLSVQSSPECIVGKFRMYVAVWTPYGILRTRRDPETDTYILFNPWCEEDAVYLDDEKEREEYVLNDIGVIFYGDFKDIKSRSWSYGQFEDGILDTCLYVMDKAEMDLSGRGNPIKVSRVGSAMVNAKDDEGVLVGSWDNVYAYGIPPSAWTGSVDIL.... Result: 0 (no interaction). (3) The miRNA is hsa-miR-550a-5p with sequence AGUGCCUGAGGGAGUAAGAGCCC. The protein sequence of the target gene is MSSDTSPAVVTTPPPPSMPHKERYFDRINESDPEYLRERNMSPDLRQDFNMMEQRKRVTQILQSPAFREDLECLIQEQMKKGHNPSGLLALQQIADYIVTSSFSGFSSPSLSLGMVTPINDLPGADTSSYVKGEKLTRCKLASLYRLADLFGWAHLANTYISVRISKEQDHIIIIPRGLSFSEATASTLVKVNIIGEVVDQGSTDLKIDHTGFSPHAAIYSTRPDVKCVIHIHTLATAAVSSMKCGILPISQESLILGDVAYYDYQGSLDEEEERIELQKVLGPSCKVLVLRNHGMVALG.... Result: 0 (no interaction). (4) The miRNA is mmu-miR-1967 with sequence UGAGGAUCCUGGGGAGAAGAUGC. The protein sequence of the target gene is MNRLRVARLTPLELLLSLMSLLLGTRPHGSPGPLQCYSVGPLGILNCSWEPLGDLETPPVLYHQSQKYHPNRVWEVKVPSKQSWVTIPREQFTMADKLLIWGTQKGRPLWSSVSVNLETQMKPDTPQIFSQVDISEEATLEATVQWAPPVWPPQKVLICQFRYKECQAETWTRLEPQLKTDGLTPVEMQNLEPGTCYQVSGRCQVENGYPWGEWSSPLSFQTPFLDPEDVWVSGTVCETSGKRAALLVWKDPRPCVQVTYTVWFGAGDITTTQEEVPCCKSPVPAWMEWAVVSPGNSTSW.... Result: 1 (interaction). (5) The miRNA is hsa-miR-4514 with sequence ACAGGCAGGAUUGGGGAA. The protein sequence of the target gene is MLLILLSVALLAFSSAQDLDEDVSQEDVPLVISDGGDSEQFIDEERQGPPLGGQQSQPSAGDGNQDDGPQQGPPQQGGQQQQGPPPPQGKPQGPPQQGGHPPPPQGRPQGPPQQGGHPRPPRGRPQGPPQQGGHQQGPPPPPPGKPQGPPPQGGRPQGPPQGQSPQ. Result: 0 (no interaction). (6) The miRNA is hsa-miR-188-3p with sequence CUCCCACAUGCAGGGUUUGCA. The protein sequence of the target gene is MLCPWQFAFKPHAVKNQSSEEKDINNNVEKDVKVHSFVKDDAKLHSLSKKQMKMSPIITSAEKHPQNGIKASNQISRCPRHVKVRNMENGSSLLDTLHLTAKEVINCRTRACQGALMTPKGLVRSTRDGPVPPAELLPQAVDFVKQYYSSFKELKIEEHLARLETVTKEIETTGTYHLTKDELIFAAKQAWRNAPRCIGRIQWSNLQVFDARDCKTAKEMFEYICRHIQYATNNGNIRSAITIFPQRTDGKHDFRVWNSQLIRYAGYQMPDGSVIGDPASVEFTKLCIELGWKPKYGRFD.... Result: 0 (no interaction). (7) The protein sequence of the target gene is MAVLSAPGLRGFRILGLRSSVGPAVQARGVHQSVATDGPSSTQPALPKARAVAPKPSSRGEYVVAKLDDLVNWARRSSLWPMTFGLACCAVEMMHMAAPRYDMDRFGVVFRASPRQSDVMIVAGTLTNKMAPALRKVYDQMPEPRYVVSMGSCANGGGYYHYSYSVVRGCDRIVPVDIYIPGCPPTAEALLYGILQLQRKIKRERRLQIWYRR. Result: 0 (no interaction). The miRNA is hsa-miR-4296 with sequence AUGUGGGCUCAGGCUCA. (8) The miRNA is hsa-miR-3201 with sequence GGGAUAUGAAGAAAAAU. The protein sequence of the target gene is MDVNLAPLRAWDDFFPGSDRFARPDFRDISKWNNRVVSNLLYYQTNYLVVAAMMISVVGFLSPFNMILGGVIVVLVFMGFVWAAHNKDILRRMKKQYPTAFVMVVMLASYFLISMFGGVMVFVFGITLPLLLMFIHASLRLRNLKNKLENKMEGIGLKKTPMGIILDALEQQEDNINKFADYISKARE. Result: 0 (no interaction). (9) The miRNA is hsa-miR-26a-2-3p with sequence CCUAUUCUUGAUUACUUGUUUC. The protein sequence of the target gene is MRRSKADVERYVASVLGLTPSPRQKSMKGFYFAKLYYEAKEYDLAKKYICTYINVQERDPKAHRFLGLLYELEENTEKAVECYRRSVELNPTQKDLVLKIAELLCKNDVTDGRAKYWVERAAKLFPGSPAIYKLKEQLLDCEGEDGWNKLFDLIQSELYVRPDDVHVNIRLVELYRSTKRLKDAVAHCHEAERNIALRSSLEWNSCVVQTLKEYLESLQCLESDKSDWRATNTDLLLAYANLMLLTLSTRDVQENRELLESFDSALQSAKSSLGGNDELSATFLEMKGHFYMYAGSLLLK.... Result: 0 (no interaction). (10) The miRNA is hsa-miR-6819-5p with sequence UUGGGGUGGAGGGCCAAGGAGC. The protein sequence of the target gene is MMQICDTYNQKHSLFNAMNRFIGAVNNMDQTVMVPSLLRDVPLADPGLDNDVGVEVGGSGGCLEERTPPVPDSGSANGSFFAPSRDMYSHYVLLKSIRNDIEWGVLHQPPPPAGSEEGSAWKSKDILVDLGHLEGADAGEEDLEQQFHYHLRGLHTVLSKLTRKANILTNRYKQEIGFGNWGH. Result: 1 (interaction).